From a dataset of Experimentally validated miRNA-target interactions with 360,000+ pairs, plus equal number of negative samples. Binary Classification. Given a miRNA mature sequence and a target amino acid sequence, predict their likelihood of interaction. (1) The miRNA is hsa-miR-6083 with sequence CUUAUAUCAGAGGCUGUGGG. The protein sequence of the target gene is MNAAASSYPMASLYVGDLHSDVTEAMLYEKFSPAGPVLSIRVCRDMITRRSLGYAYVNFQQPADAERALDTMNFDVIKGKPIRIMWSQRDPSLRKSGVGNVFIKNLDKSIDNKALYDTFSAFGNILSCKVVCDENGSKGYAFVHFETQEAADKAIEKMNGMLLNDRKVFVGRFKSRKEREAELGAKAKEFTNVYIKNFGEEVDDESLKELFSQFGKTLSVKVMRDPNGKSKGFGFVSYEKHEDANKAVEEMNGKEISGKIIFVGRAQKKVERQAELKRKFEQLKQERISRYQGVNLYIKN.... Result: 0 (no interaction). (2) The miRNA is hsa-miR-98-5p with sequence UGAGGUAGUAAGUUGUAUUGUU. The protein sequence of the target gene is MNSGAMRIHSKGHFQGGIQVKNEKNRPSLKSLKTDNRPEKSKCKPLWGKVFYLDLPSVTISEKLQKDIKDLGGRVEEFLSKDISYLISNKKEAKFAQTLGRISPVPSPESAYTAETTSPHPSHDGSSFKSPDTVCLSRGKLLVEKAIKDHDFIPSNSILSNALSWGVKILHIDDIRYYIEQKKKELYLLKKSSTSVRDGGKRVGSGAQKTRTGRLKKPFVKVEDMSQLYRPFYLQLTNMPFINYSIQKPCSPFDVDKPSSMQKQTQVKLRIQTDGDKYGGTSIQLQLKEKKKKGYCECCL.... Result: 1 (interaction). (3) The miRNA is hsa-miR-300 with sequence UAUACAAGGGCAGACUCUCUCU. The protein sequence of the target gene is MDSSAVITQISKEEARGPLRGKGDQKSAASQKPRSRGILHSLFCCVCRDDGEALPAHSGAPLLVEENGAIPKQTPVQYLLPEAKAQDSDKICVVIDLDETLVHSSFKPVNNADFIIPVEIDGVVHQVYVLKRPHVDEFLQRMGELFECVLFTASLAKYADPVADLLDKWGAFRARLFRESCVFHRGNYVKDLSRLGRDLRRVLILDNSPASYVFHPDNAVPVASWFDNMSDTELHDLLPFFEQLSRVDDVYSVLRQPRPGS. Result: 0 (no interaction). (4) The miRNA is hsa-miR-4440 with sequence UGUCGUGGGGCUUGCUGGCUUG. The protein sequence of the target gene is MCSSVTGKLWFLTDRRIREDYPQKEILRALKAKCCEEELDFRAVVMDEMVLTVEQGNLGLRISGELISAYPQVVVVRVPTPWVQSDSDITVLRHLEKMGCRLMNRPQAILNCVNKFWTFQELAGHGVPLPDTFSYGGHENFAKMIDEAEVLEFPMVVKNTRGHRGKAVFLARDKHHLADLSHLIRHEAPYLFQKYIKESHGRDVRVIVVGGRVVGTMLRCSTDGRMQSNCSLGGVGMMCSLSEQGKQLAIQVSNILGTDVCGIDLLMKDDGSFCVCEANANVGFIAFDKACNLDVAGIIA.... Result: 0 (no interaction). (5) The miRNA is mmu-miR-27b-3p with sequence UUCACAGUGGCUAAGUUCUGC. The protein sequence of the target gene is MLGCGIPALGLLLLLQGSADGNGIQGFFYPWSCEGDIWDRESCGGQAAIDSPNLCLRLRCCYRNGVCYHQRPDENVRRKHMWALVWTCSGLLLLSCSICLFWWAKRRDVLHMPGFLAGPCDMSKSVSLLSKHRGTKKTPSTGSVPVALSKESRDVEGGTEGEGTEEGEETEGEEEED. Result: 0 (no interaction). (6) The miRNA is mmu-miR-1b-5p with sequence UACAUACUUCUUUACAUUCCA. The protein sequence of the target gene is MVWRTLGASNFSTCPNGSVQWIWDVFGECAQDGWDEASVGLGLVSILCFAASTFPQYIKACKTGNMDQALSLWFLLGWIGGDSCNLIGSFLADQLPLQTYTAVYYVLADLMMLTLYFHYKFKKRPSPLSAPINSVLLFILGTVCITPLLSSTDPVAVPREGFRGRTLLSVEPGNKPFTKKEVIGFVIGSASSLLYLLSRLPQIRTNFIRQSTQGISYSLFALVMLGNTLYGLSVLLKNPEVGQSEGSYLLHHLPWLVGSLGVLLLDTIISIQFLVYRSHETAAASEREPLLPS. Result: 0 (no interaction).